From a dataset of Forward reaction prediction with 1.9M reactions from USPTO patents (1976-2016). Predict the product of the given reaction. (1) Given the reactants Cl[C:2]1[C:7]([N+:8]([O-:10])=[O:9])=[CH:6][CH:5]=[C:4]([O:11][CH3:12])[N:3]=1.[CH3:13][S-:14].[Na+], predict the reaction product. The product is: [CH3:12][O:11][C:4]1[N:3]=[C:2]([S:14][CH3:13])[C:7]([N+:8]([O-:10])=[O:9])=[CH:6][CH:5]=1. (2) Given the reactants [H-].[Na+].[OH:3][C@:4]1([C:22]2[CH:27]=[CH:26][C:25]([C:28]3[CH:33]=[CH:32][CH:31]=[CH:30][CH:29]=3)=[C:24]([CH:34]=[CH2:35])[CH:23]=2)[CH2:8][N:7]([C:9]([O:11][CH2:12][CH2:13][Si:14]([CH3:17])([CH3:16])[CH3:15])=[O:10])[C@H:6]([C:18]([O:20][CH3:21])=[O:19])[CH2:5]1.[CH3:36]I, predict the reaction product. The product is: [CH3:36][O:3][C@:4]1([C:22]2[CH:27]=[CH:26][C:25]([C:28]3[CH:33]=[CH:32][CH:31]=[CH:30][CH:29]=3)=[C:24]([CH:34]=[CH2:35])[CH:23]=2)[CH2:8][N:7]([C:9]([O:11][CH2:12][CH2:13][Si:14]([CH3:17])([CH3:16])[CH3:15])=[O:10])[C@H:6]([C:18]([O:20][CH3:21])=[O:19])[CH2:5]1.